This data is from Reaction yield outcomes from USPTO patents with 853,638 reactions. The task is: Predict the reaction yield, written as a fraction of the theoretical maximum amount of product (1.0 means a 100% yield; for example, 0.34 means a 34% yield). (1) The reactants are [CH:1]1([CH:7]([NH:18][C:19]2[CH:24]=[CH:23][C:22]([C:25]([NH:27][CH2:28][CH2:29][C:30]([O:32]CC)=[O:31])=[O:26])=[CH:21][CH:20]=2)[C:8]2[S:16][C:15]3[C:10](=[N:11][CH:12]=[CH:13][CH:14]=3)[C:9]=2[CH3:17])[CH2:6][CH2:5][CH2:4][CH2:3][CH2:2]1.O1CCCC1.[OH-].[Na+]. The catalyst is C(O)C. The product is [CH:1]1([CH:7]([NH:18][C:19]2[CH:20]=[CH:21][C:22]([C:25]([NH:27][CH2:28][CH2:29][C:30]([OH:32])=[O:31])=[O:26])=[CH:23][CH:24]=2)[C:8]2[S:16][C:15]3[C:10](=[N:11][CH:12]=[CH:13][CH:14]=3)[C:9]=2[CH3:17])[CH2:6][CH2:5][CH2:4][CH2:3][CH2:2]1. The yield is 0.940. (2) The reactants are [Cl:1][C:2]1[CH:7]=[CH:6][C:5]([C@@H:8]2[CH2:12][CH2:11][CH2:10][C@@H:9]2[S:13][CH3:14])=[CH:4][N:3]=1.[N:15]#[C:16][NH2:17].C(O)(=O)C.C(O)(=O)C.IC1C=CC=CC=1.CO. The catalyst is C(Cl)Cl. The product is [Cl:1][C:2]1[N:3]=[CH:4][C:5]([C@H:8]2[CH2:12][CH2:11][CH2:10][C@H:9]2[S:13]([CH3:14])=[N:17][C:16]#[N:15])=[CH:6][CH:7]=1. The yield is 0.850. (3) The reactants are C(=O)([O-])[O-].[K+].[K+].I[C:8]1[CH:13]=[CH:12][C:11]([Br:14])=[CH:10][CH:9]=1.[CH:15]([C:17]1[CH:18]=[C:19](B(O)O)[CH:20]=[CH:21][CH:22]=1)=[O:16].O. The catalyst is C1(C)C=CC=CC=1.C1(P([Pd](P(C2C=CC=CC=2)(C2C=CC=CC=2)C2C=CC=CC=2)(P(C2C=CC=CC=2)(C2C=CC=CC=2)C2C=CC=CC=2)P(C2C=CC=CC=2)(C2C=CC=CC=2)C2C=CC=CC=2)(C2C=CC=CC=2)C2C=CC=CC=2)C=CC=CC=1. The product is [Br:14][C:11]1[CH:12]=[CH:13][C:8]([C:21]2[CH:20]=[CH:19][CH:18]=[C:17]([CH:15]=[O:16])[CH:22]=2)=[CH:9][CH:10]=1. The yield is 0.330.